Predict the reactants needed to synthesize the given product. From a dataset of Full USPTO retrosynthesis dataset with 1.9M reactions from patents (1976-2016). (1) Given the product [CH:55]1([NH:54][C:52](=[O:53])[C:51]2[CH:58]=[CH:59][C:60]([CH3:61])=[C:49]([NH:48][C:2]3[C:3]4[CH:12]=[N:11][N:10]([C:13]5[CH:18]=[CH:17][CH:16]=[C:15]([F:19])[CH:14]=5)[C:4]=4[N:5]([CH3:9])[C:6](=[O:8])[CH:7]=3)[CH:50]=2)[CH2:56][CH2:57]1, predict the reactants needed to synthesize it. The reactants are: Cl[C:2]1[C:3]2[CH:12]=[N:11][N:10]([C:13]3[CH:18]=[CH:17][CH:16]=[C:15]([F:19])[CH:14]=3)[C:4]=2[N:5]([CH3:9])[C:6](=[O:8])[CH:7]=1.C1(P(C2CCCCC2)C2C=CC=CC=2C2C=CC=CC=2N(C)C)CCCCC1.[NH2:48][C:49]1[CH:50]=[C:51]([CH:58]=[CH:59][C:60]=1[CH3:61])[C:52]([NH:54][CH:55]1[CH2:57][CH2:56]1)=[O:53].[Li+].C[Si]([N-][Si](C)(C)C)(C)C.[Cl-].[NH4+]. (2) Given the product [CH2:1]([C:9]1[CH:10]([C:12]([OH:14])=[O:13])[CH:11]=1)[CH2:2][CH2:3][CH2:4][CH2:5][CH2:6][CH2:7][CH3:8], predict the reactants needed to synthesize it. The reactants are: [CH2:1]([C:9]1[CH:10]([C:12]([O:14]CC)=[O:13])[CH:11]=1)[CH2:2][CH2:3][CH2:4][CH2:5][CH2:6][CH2:7][CH3:8].[OH-].[K+]. (3) The reactants are: Cl[C:2]1[CH:7]=[C:6]([Cl:8])[N:5]=[C:4]([S:9][CH2:10][C:11]2[CH:16]=[CH:15][CH:14]=[C:13]([F:17])[C:12]=2[F:18])[N:3]=1.[Si:19]([O:26][CH2:27][C@H:28]([OH:34])[CH2:29][O:30][CH:31]([CH3:33])[CH3:32])([C:22]([CH3:25])([CH3:24])[CH3:23])([CH3:21])[CH3:20].[H-].[Na+]. Given the product [Si:19]([O:26][CH2:27][C@@H:28]([CH2:29][O:30][CH:31]([CH3:33])[CH3:32])[O:34][C:2]1[CH:7]=[C:6]([Cl:8])[N:5]=[C:4]([S:9][CH2:10][C:11]2[CH:16]=[CH:15][CH:14]=[C:13]([F:17])[C:12]=2[F:18])[N:3]=1)([C:22]([CH3:25])([CH3:24])[CH3:23])([CH3:21])[CH3:20], predict the reactants needed to synthesize it. (4) Given the product [F:3][C:4]1[CH:11]=[C:10]([O:12][CH3:13])[C:9]([N+:14]([O-:16])=[O:15])=[CH:8][C:5]=1[CH2:6][OH:7], predict the reactants needed to synthesize it. The reactants are: [BH4-].[Na+].[F:3][C:4]1[CH:11]=[C:10]([O:12][CH3:13])[C:9]([N+:14]([O-:16])=[O:15])=[CH:8][C:5]=1[CH:6]=[O:7]. (5) Given the product [N:59]([CH:12]([C:10]1[C:9]([C:15]2[CH:20]=[CH:19][CH:18]=[C:17]([F:21])[CH:16]=2)=[C:8]2[C:3]([CH:4]=[CH:5][N:6]=[CH:7]2)=[C:2]([Cl:1])[CH:11]=1)[CH3:13])=[N+:60]=[N-:61], predict the reactants needed to synthesize it. The reactants are: [Cl:1][C:2]1[CH:11]=[C:10]([CH:12](O)[CH3:13])[C:9]([C:15]2[CH:20]=[CH:19][CH:18]=[C:17]([F:21])[CH:16]=2)=[C:8]2[C:3]=1[CH:4]=[CH:5][N:6]=[CH:7]2.C(N(CC)CC)C.CS(Cl)(=O)=O.CS(OC(C1C(C2C=CC=C(F)C=2)=C2C(C=CN=C2)=C(Cl)C=1)C)(=O)=O.[N-:59]=[N+:60]=[N-:61].[Na+].